From a dataset of Reaction yield outcomes from USPTO patents with 853,638 reactions. Predict the reaction yield, written as a fraction of the theoretical maximum amount of product (1.0 means a 100% yield; for example, 0.34 means a 34% yield). The reactants are [CH3:1][CH:2]([OH:7])[CH2:3][CH:4]([OH:6])[CH3:5].N1C=C[CH:11]=[CH:10][CH:9]=1.[C:14](Cl)(=[O:21])[C:15]1[CH:20]=[CH:19][CH:18]=[CH:17][CH:16]=1.[O:23]1[CH2:27][CH2:26][CH2:25][CH2:24]1. No catalyst specified. The product is [C:14]([O:6][CH:4]([CH2:3][CH:2]([O:7][C:27](=[O:23])[C:26]1[CH:11]=[CH:10][CH:9]=[CH:24][CH:25]=1)[CH3:1])[CH3:5])(=[O:21])[C:15]1[CH:20]=[CH:19][CH:18]=[CH:17][CH:16]=1. The yield is 0.950.